This data is from Reaction yield outcomes from USPTO patents with 853,638 reactions. The task is: Predict the reaction yield, written as a fraction of the theoretical maximum amount of product (1.0 means a 100% yield; for example, 0.34 means a 34% yield). (1) The reactants are [CH2:1]([C@@H:8](/[CH:25]=[CH:26]/[C@H:27]([CH2:44][CH:45]([CH3:47])[CH3:46])[C:28](N1[C@H]2CC3C(C)(C)C2(CC3)CS1(=O)=O)=[O:29])[C:9](N1[C@H]2CC3C(C)(C)C2(CC3)CS1(=O)=O)=[O:10])[C:2]1[CH:7]=[CH:6][CH:5]=[CH:4][CH:3]=1.C1C[O:51]CC1.OO.[OH2:55]. The product is [CH2:1]([C@@H:8](/[CH:25]=[CH:26]/[C@H:27]([CH2:44][CH:45]([CH3:47])[CH3:46])[C:28]([OH:29])=[O:51])[C:9]([OH:10])=[O:55])[C:2]1[CH:3]=[CH:4][CH:5]=[CH:6][CH:7]=1. The yield is 0.660. No catalyst specified. (2) The reactants are CC([CH:5]1[CH2:10][CH:9]([N:11]2[CH2:16][CH2:15][N:14]([C:17]3[CH:22]=[CH:21][C:20]([N+:23]([O-:25])=[O:24])=[C:19]([O:26][CH3:27])[CH:18]=3)[CH2:13][CH2:12]2)[CH2:8][CH2:7][N:6]1C([O-])=O)(C)C.C(O)(C(F)(F)F)=O. The catalyst is C(Cl)Cl. The product is [CH3:27][O:26][C:19]1[CH:18]=[C:17]([N:14]2[CH2:13][CH2:12][N:11]([CH:9]3[CH2:10][CH2:5][NH:6][CH2:7][CH2:8]3)[CH2:16][CH2:15]2)[CH:22]=[CH:21][C:20]=1[N+:23]([O-:25])=[O:24]. The yield is 0.930. (3) The product is [C:1]([O:5][C:6](=[O:7])[NH:8][CH2:9][C:10]1[CH:15]=[CH:14][CH:13]=[C:12]([C:20]2[N:21]=[N:22][C:23]([C:26]([F:29])([F:28])[F:27])=[CH:24][CH:25]=2)[CH:11]=1)([CH3:4])([CH3:3])[CH3:2]. The catalyst is CN(C=O)C.C1C=CC([P]([Pd]([P](C2C=CC=CC=2)(C2C=CC=CC=2)C2C=CC=CC=2)([P](C2C=CC=CC=2)(C2C=CC=CC=2)C2C=CC=CC=2)[P](C2C=CC=CC=2)(C2C=CC=CC=2)C2C=CC=CC=2)(C2C=CC=CC=2)C2C=CC=CC=2)=CC=1. The reactants are [C:1]([O:5][C:6]([NH:8][CH2:9][C:10]1[CH:11]=[C:12](B(O)O)[CH:13]=[CH:14][CH:15]=1)=[O:7])([CH3:4])([CH3:3])[CH3:2].Cl[C:20]1[N:21]=[N:22][C:23]([C:26]([F:29])([F:28])[F:27])=[CH:24][CH:25]=1.C(=O)([O-])[O-].[K+].[K+].O. The yield is 0.920.